Predict which catalyst facilitates the given reaction. From a dataset of Catalyst prediction with 721,799 reactions and 888 catalyst types from USPTO. (1) The catalyst class is: 14. Product: [CH2:13]([NH:20][C:2]1[CH:7]=[C:6]([CH3:8])[N:5]=[C:4]([OH:9])[C:3]=1[N+:10]([O-:12])=[O:11])[C:14]1[CH:19]=[CH:18][CH:17]=[CH:16][CH:15]=1. Reactant: Cl[C:2]1[CH:7]=[C:6]([CH3:8])[N:5]=[C:4]([OH:9])[C:3]=1[N+:10]([O-:12])=[O:11].[CH2:13]([NH2:20])[C:14]1[CH:19]=[CH:18][CH:17]=[CH:16][CH:15]=1. (2) Reactant: C(OC(=O)[NH:7][C:8]1[CH:13]=[CH:12][C:11]([C:14]2[CH:19]=[C:18]([F:20])[CH:17]=CC=2F)=[CH:10][C:9]=1[NH:22][C:23](=[O:35])[CH2:24][C:25]([C:27]1[CH:32]=[CH:31][CH:30]=[C:29]([C:33]#[N:34])[CH:28]=1)=O)(C)(C)C.[C:37](O)([C:39]([F:42])(F)F)=O. Product: [F:42][C:39]1[CH:37]=[CH:17][C:18]([F:20])=[CH:19][C:14]=1[C:11]1[CH:12]=[CH:13][C:8]2[N:7]=[C:25]([C:27]3[CH:28]=[C:29]([CH:30]=[CH:31][CH:32]=3)[C:33]#[N:34])[CH2:24][C:23](=[O:35])[NH:22][C:9]=2[CH:10]=1. The catalyst class is: 2. (3) Reactant: C(O[C:6]([N:8]1[CH2:13][CH:12]2[CH2:14][CH:9]1[CH2:10][NH:11]2)=O)(C)(C)C.[F:15][C:16]1[CH:17]=C(Br)[CH:19]=[CH:20][CH:21]=1.C(P(C(C)(C)C)C1C=CC=CC=1C1C=CC=CC=1)(C)(C)C.CC(C)([O-])C.[Na+].C(O)(C(F)(F)F)=O. Product: [F:15][C:16]1[CH:17]=[C:6]([N:8]2[CH2:13][CH:12]3[CH2:14][CH:9]2[CH2:10][NH:11]3)[CH:19]=[CH:20][CH:21]=1. The catalyst class is: 11.